The task is: Predict the reactants needed to synthesize the given product.. This data is from Full USPTO retrosynthesis dataset with 1.9M reactions from patents (1976-2016). Given the product [NH2:10][CH2:9][CH2:8][N:7]1[C:2](=[O:1])[CH:3]=[CH:4][C:5]([C:21]2[CH:26]=[CH:25][CH:24]=[CH:23][CH:22]=2)=[N:6]1, predict the reactants needed to synthesize it. The reactants are: [O:1]=[C:2]1[N:7]([CH2:8][CH2:9][N:10]2C(=O)C3C(=CC=CC=3)C2=O)[N:6]=[C:5]([C:21]2[CH:26]=[CH:25][CH:24]=[CH:23][CH:22]=2)[CH:4]=[CH:3]1.NN.